From a dataset of Reaction yield outcomes from USPTO patents with 853,638 reactions. Predict the reaction yield, written as a fraction of the theoretical maximum amount of product (1.0 means a 100% yield; for example, 0.34 means a 34% yield). (1) The reactants are [CH:1](=O)[C:2]1[C:3](=[CH:5][CH:6]=[CH:7][CH:8]=1)[OH:4].[CH:10]1[C:19]2[C:14](=[CH:15][CH:16]=[CH:17][CH:18]=2)[CH:13]=[CH:12][C:11]=1[C:20]([NH:22][NH2:23])=[O:21]. No catalyst specified. The product is [OH:4][C:3]1[CH:5]=[CH:6][CH:7]=[CH:8][C:2]=1[CH:1]=[N:23][NH:22][C:20]([C:11]1[CH:12]=[CH:13][C:14]2[C:19](=[CH:18][CH:17]=[CH:16][CH:15]=2)[CH:10]=1)=[O:21]. The yield is 0.750. (2) The catalyst is O1CCCC1.O1CCOCC1. The yield is 0.670. The product is [CH3:7][C:6]1([CH3:8])[C:2]([CH3:1])([CH3:26])[O:3][B:4]([C:9]2[NH:25][C:12]3=[N:13][CH:14]=[C:15]([NH2:17])[CH:16]=[C:11]3[CH:10]=2)[O:5]1. The reactants are [CH3:1][C:2]1([CH3:26])[C:6]([CH3:8])([CH3:7])[O:5][B:4]([C:9]2[NH:25][C:12]3=[N:13][CH:14]=[C:15]([NH:17]C(=O)OC(C)(C)C)[CH:16]=[C:11]3[CH:10]=2)[O:3]1.Cl. (3) No catalyst specified. The product is [ClH:28].[CH2:1]([O:5][C:6]1[CH:7]=[C:8]([CH2:12][CH2:13][NH:14][CH2:15][C:16]([N:18]([CH3:20])[CH3:19])=[O:17])[CH:9]=[CH:10][CH:11]=1)[CH2:2][CH2:3][CH3:4]. The reactants are [CH2:1]([O:5][C:6]1[CH:7]=[C:8]([CH:12](C(OC(C)(C)C)=O)[CH2:13][NH:14][CH2:15][C:16]([N:18]([CH3:20])[CH3:19])=[O:17])[CH:9]=[CH:10][CH:11]=1)[CH2:2][CH2:3][CH3:4].[ClH:28].CCOCC. The yield is 0.950. (4) The reactants are C([Li])CCC.Br[C:7]1[CH:12]=[C:11]([CH:13]([O:18][Si:19]([C:22]([CH3:25])([CH3:24])[CH3:23])([CH3:21])[CH3:20])[C:14]([F:17])([F:16])[F:15])[CH:10]=[CH:9][N:8]=1.CON(C)[C:29](=[O:31])[CH3:30].[Cl-].[NH4+]. The catalyst is C1(C)C=CC=CC=1.O.C1COCC1. The product is [Si:19]([O:18][CH:13]([C:11]1[CH:10]=[CH:9][N:8]=[C:7]([C:29](=[O:31])[CH3:30])[CH:12]=1)[C:14]([F:17])([F:16])[F:15])([C:22]([CH3:25])([CH3:24])[CH3:23])([CH3:21])[CH3:20]. The yield is 0.720. (5) The reactants are C(Cl)(=O)C(Cl)=O.CS(C)=O.[CH3:11][C:12]1[CH:25]=[C:24]2[C:19]([N:20]=[CH:21][CH:22]=[CH:23]2)=[C:18]2[C:13]=1[C:14]([S:28][CH3:29])=[CH:15][C:16]([CH2:26][OH:27])=[N:17]2.C(N(CC)CC)C. The catalyst is C(Cl)Cl. The product is [CH3:11][C:12]1[CH:25]=[C:24]2[C:19]([N:20]=[CH:21][CH:22]=[CH:23]2)=[C:18]2[C:13]=1[C:14]([S:28][CH3:29])=[CH:15][C:16]([CH:26]=[O:27])=[N:17]2. The yield is 0.320. (6) The reactants are F[C:2]1[C:7]([C:8]2[N:16]=[CH:15][N:14]=[C:13]3[C:9]=2[N:10]=[CH:11][N:12]3[CH:17]2[CH2:22][CH2:21][CH2:20][CH2:19][O:18]2)=[CH:6][CH:5]=[CH:4][N:3]=1.[C:23]([NH:26][C:27]1[CH:32]=[CH:31][C:30]([NH2:33])=[CH:29][N:28]=1)(=[O:25])[CH3:24].[Li+].C[Si]([N-][Si](C)(C)C)(C)C.C([O-])(O)=O.[Na+]. The catalyst is C1COCC1. The product is [O:18]1[CH2:19][CH2:20][CH2:21][CH2:22][CH:17]1[N:12]1[CH:11]=[N:10][C:9]2[C:13]1=[N:14][CH:15]=[N:16][C:8]=2[C:7]1[C:2]([NH:33][C:30]2[CH:31]=[CH:32][C:27]([NH:26][C:23](=[O:25])[CH3:24])=[N:28][CH:29]=2)=[N:3][CH:4]=[CH:5][CH:6]=1. The yield is 0.750. (7) The reactants are [H][H].C([N:10](CC1C=CC=CC=1)[C@@H:11]([CH2:26][C:27]1[CH:32]=[C:31]([F:33])[CH:30]=[C:29]([F:34])[CH:28]=1)[C@@H:12]([C@H:14]1[CH2:18][CH2:17][CH2:16][N:15]1[C:19]([O:21][C:22]([CH3:25])([CH3:24])[CH3:23])=[O:20])[OH:13])C1C=CC=CC=1. The catalyst is CO.[OH-].[OH-].[Pd+2]. The product is [NH2:10][C@@H:11]([CH2:26][C:27]1[CH:28]=[C:29]([F:34])[CH:30]=[C:31]([F:33])[CH:32]=1)[C@@H:12]([C@H:14]1[CH2:18][CH2:17][CH2:16][N:15]1[C:19]([O:21][C:22]([CH3:24])([CH3:23])[CH3:25])=[O:20])[OH:13]. The yield is 0.990.